Dataset: Forward reaction prediction with 1.9M reactions from USPTO patents (1976-2016). Task: Predict the product of the given reaction. (1) Given the reactants [NH2:1][C:2]1[N:3]=[CH:4][C:5]([C:8]2[CH:13]=[CH:12][C:11]([C:14]3[C:15]([OH:24])=[CH:16][C:17]([C:20]([F:23])([F:22])[F:21])=[CH:18][CH:19]=3)=[CH:10][C:9]=2[F:25])=[N:6][CH:7]=1.Cl[C:27]1[CH:32]=[CH:31][N:30]=[C:29]([NH2:33])[N:28]=1.C([O-])([O-])=O.[Cs+].[Cs+], predict the reaction product. The product is: [NH2:1][C:2]1[N:3]=[CH:4][C:5]([C:8]2[CH:13]=[CH:12][C:11]([C:14]3[CH:19]=[CH:18][C:17]([C:20]([F:23])([F:21])[F:22])=[CH:16][C:15]=3[O:24][C:27]3[CH:32]=[CH:31][N:30]=[C:29]([NH2:33])[N:28]=3)=[CH:10][C:9]=2[F:25])=[N:6][CH:7]=1. (2) Given the reactants [O:1]=[C:2]1[N:8]([CH:9]2[CH2:14][CH2:13][N:12]([C:15]([O:17][C@@H:18]([C:32]([OH:34])=O)[CH2:19][C:20]3[CH:30]=[C:29]([CH3:31])[C:23]4[NH:24][C:25]([O:27][CH3:28])=[N:26][C:22]=4[CH:21]=3)=[O:16])[CH2:11][CH2:10]2)[CH2:7][CH2:6][C:5]2[CH:35]=[CH:36][CH:37]=[CH:38][C:4]=2[NH:3]1.[NH:39]1[CH2:44][CH2:43][CH:42]([N:45]2[CH2:50][CH2:49][N:48]([CH2:51][C:52]([O:54][CH2:55][CH3:56])=[O:53])[CH2:47][CH2:46]2)[CH2:41][CH2:40]1, predict the reaction product. The product is: [O:1]=[C:2]1[N:8]([CH:9]2[CH2:10][CH2:11][N:12]([C:15]([O:17][C@H:18]([CH2:19][C:20]3[CH:30]=[C:29]([CH3:31])[C:23]4[NH:24][C:25]([O:27][CH3:28])=[N:26][C:22]=4[CH:21]=3)[C:32]([N:39]3[CH2:44][CH2:43][CH:42]([N:45]4[CH2:50][CH2:49][N:48]([CH2:51][C:52]([O:54][CH2:55][CH3:56])=[O:53])[CH2:47][CH2:46]4)[CH2:41][CH2:40]3)=[O:34])=[O:16])[CH2:13][CH2:14]2)[CH2:7][CH2:6][C:5]2[CH:35]=[CH:36][CH:37]=[CH:38][C:4]=2[NH:3]1. (3) Given the reactants [Br:1][C:2]1[CH:3]=[C:4]([C:15]([O:17]C)=[O:16])[C:5]2[C:6]([CH3:14])=[N:7][N:8]([CH:11]([CH3:13])[CH3:12])[C:9]=2[CH:10]=1.[OH-].[Na+], predict the reaction product. The product is: [Br:1][C:2]1[CH:3]=[C:4]([C:15]([OH:17])=[O:16])[C:5]2[C:6]([CH3:14])=[N:7][N:8]([CH:11]([CH3:12])[CH3:13])[C:9]=2[CH:10]=1. (4) Given the reactants C1C(=O)N([Br:8])C(=O)C1.[Cl:9][C:10]1[C:11]2[N:12]([C:16]([C@H:19]3[CH2:27][CH2:26][C@H:25]4[N:21]([C:22](=[O:28])[CH2:23][CH2:24]4)[CH2:20]3)=[N:17][CH:18]=2)[CH:13]=[CH:14][N:15]=1, predict the reaction product. The product is: [Br:8][C:18]1[N:17]=[C:16]([C@H:19]2[CH2:27][CH2:26][C@H:25]3[N:21]([C:22](=[O:28])[CH2:23][CH2:24]3)[CH2:20]2)[N:12]2[CH:13]=[CH:14][N:15]=[C:10]([Cl:9])[C:11]=12. (5) Given the reactants [C:1]([O:4][CH2:5][C:6]1[CH:11]=[CH:10][CH:9]=[C:8]([CH2:12][CH2:13][C:14](=[O:16])[CH3:15])[C:7]=1Br)(=[O:3])[CH3:2].CC([O-])=O.[K+].[B:23]1([B:23]2[O:27][C:26]([CH3:29])([CH3:28])[C:25]([CH3:31])([CH3:30])[O:24]2)[O:27][C:26]([CH3:29])([CH3:28])[C:25]([CH3:31])([CH3:30])[O:24]1.N#N, predict the reaction product. The product is: [C:1]([O:4][CH2:5][C:6]1[CH:11]=[CH:10][CH:9]=[C:8]([CH2:12][CH2:13][C:14](=[O:16])[CH3:15])[C:7]=1[B:23]1[O:27][C:26]([CH3:29])([CH3:28])[C:25]([CH3:31])([CH3:30])[O:24]1)(=[O:3])[CH3:2].